This data is from Forward reaction prediction with 1.9M reactions from USPTO patents (1976-2016). The task is: Predict the product of the given reaction. (1) Given the reactants [Cl:1][C:2]1[S:3][C:4]([CH2:8]O)=[C:5]([Cl:7])[N:6]=1.P(Br)(Br)[Br:11], predict the reaction product. The product is: [Br:11][CH2:8][C:4]1[S:3][C:2]([Cl:1])=[N:6][C:5]=1[Cl:7]. (2) Given the reactants Cl.[F:2][C:3]1[CH:8]=[C:7]([I:9])[C:6]([CH:10]([O:12]COC)[CH3:11])=[CH:5][N:4]=1, predict the reaction product. The product is: [F:2][C:3]1[N:4]=[CH:5][C:6]([CH:10]([OH:12])[CH3:11])=[C:7]([I:9])[CH:8]=1. (3) Given the reactants C([NH:8][CH:9]1[CH2:14][CH:13]([C:15]2[CH:20]=[CH:19][N:18]=[CH:17][C:16]=2[N+:21]([O-])=O)[O:12][CH:11]([CH3:24])[CH2:10]1)C1C=CC=CC=1.[C:33](O[C:33]([O:35][C:36]([CH3:39])([CH3:38])[CH3:37])=[O:34])([O:35][C:36]([CH3:39])([CH3:38])[CH3:37])=[O:34], predict the reaction product. The product is: [NH2:21][C:16]1[CH:17]=[N:18][CH:19]=[CH:20][C:15]=1[CH:13]1[CH2:14][CH:9]([NH:8][C:33](=[O:34])[O:35][C:36]([CH3:37])([CH3:38])[CH3:39])[CH2:10][CH:11]([CH3:24])[O:12]1.